Task: Predict the product of the given reaction.. Dataset: Forward reaction prediction with 1.9M reactions from USPTO patents (1976-2016) (1) Given the reactants [H-].[Na+].C(OP([CH2:11][C:12]([O:14][C:15]([CH3:18])([CH3:17])[CH3:16])=[O:13])(OCC)=O)C.[CH:19]([C:21]1[CH:30]=[CH:29][CH:28]=[CH:27][C:22]=1[C:23]([O:25][CH3:26])=[O:24])=O, predict the reaction product. The product is: [C:15]([O:14][C:12](=[O:13])/[CH:11]=[CH:19]/[C:21]1[CH:30]=[CH:29][CH:28]=[CH:27][C:22]=1[C:23]([O:25][CH3:26])=[O:24])([CH3:16])([CH3:17])[CH3:18]. (2) Given the reactants [Br:1][C:2]1[C:3]([O:22][CH3:23])=[CH:4][C:5]([O:20][CH3:21])=[C:6]([CH:19]=1)[C:7]([C:9](=[CH:15]N(C)C)[C:10]([O:12][CH2:13][CH3:14])=[O:11])=[O:8].[NH2:24][C@H:25]([CH2:29][OH:30])[CH:26]([CH3:28])[CH3:27].Cl, predict the reaction product. The product is: [Br:1][C:2]1[C:3]([O:22][CH3:23])=[CH:4][C:5]([O:20][CH3:21])=[C:6]([CH:19]=1)[C:7]([C:9](=[CH:15][NH:24][C@H:25]([CH2:29][OH:30])[CH:26]([CH3:28])[CH3:27])[C:10]([O:12][CH2:13][CH3:14])=[O:11])=[O:8]. (3) Given the reactants [CH3:1][NH:2][C:3]1[N:8]=[C:7]([C:9]2[S:10][CH:11]=[CH:12][CH:13]=2)[C:6]([C:14]#[C:15][Si](C)(C)C)=[CH:5][N:4]=1.C(=O)([O-])[O-].[K+].[K+], predict the reaction product. The product is: [C:14]([C:6]1[C:7]([C:9]2[S:10][CH:11]=[CH:12][CH:13]=2)=[N:8][C:3]([NH:2][CH3:1])=[N:4][CH:5]=1)#[CH:15]. (4) Given the reactants [C:1]([C:3]1[CH:4]=[N:5][N:6]2[C:11]([C:12]([F:15])([F:14])[F:13])=[CH:10][C:9]([C:16]3[CH:21]=[CH:20][CH:19]=[C:18]([C:22]([F:25])([F:24])[F:23])[CH:17]=3)=[N:8][C:7]=12)#[CH:2].Br[C:27]1[S:31][C:30]([S:32]([N:35]2[CH2:40][CH2:39][N:38]([CH3:41])[CH2:37][CH2:36]2)(=[O:34])=[O:33])=[CH:29][CH:28]=1, predict the reaction product. The product is: [CH3:41][N:38]1[CH2:37][CH2:36][N:35]([S:32]([C:30]2[S:31][C:27]([C:2]#[C:1][C:3]3[CH:4]=[N:5][N:6]4[C:11]([C:12]([F:14])([F:13])[F:15])=[CH:10][C:9]([C:16]5[CH:21]=[CH:20][CH:19]=[C:18]([C:22]([F:25])([F:24])[F:23])[CH:17]=5)=[N:8][C:7]=34)=[CH:28][CH:29]=2)(=[O:34])=[O:33])[CH2:40][CH2:39]1. (5) Given the reactants [F:1][C:2]1([F:27])[CH2:4][CH:3]1[CH2:5][N:6]1[C:10]2[CH:11]=[CH:12][C:13](B3OC(C)(C)C(C)(C)O3)=[CH:14][C:9]=2[N:8]([CH3:24])[S:7]1(=[O:26])=[O:25].Br[C:29]1[N:34]=[C:33]([CH2:35][OH:36])[CH:32]=[CH:31][CH:30]=1.C(=O)([O-])[O-].[Cs+].[Cs+], predict the reaction product. The product is: [F:27][C:2]1([F:1])[CH2:4][CH:3]1[CH2:5][N:6]1[C:10]2[CH:11]=[CH:12][C:13]([C:29]3[N:34]=[C:33]([CH2:35][OH:36])[CH:32]=[CH:31][CH:30]=3)=[CH:14][C:9]=2[N:8]([CH3:24])[S:7]1(=[O:25])=[O:26]. (6) The product is: [C:15]([C:14]1[O:13][CH:12]=[N:11][C:10]=1[CH:9]=[C:8]([OH:28])[C:6]([OH:5])=[O:7])([CH3:18])([CH3:17])[CH3:16]. Given the reactants C([O:5][C:6]([C:8](NC(=O)OC(C)(C)C)=[CH:9][C:10]1[N:11]=[CH:12][O:13][C:14]=1[C:15]([CH3:18])([CH3:17])[CH3:16])=[O:7])(C)(C)C.Cl.[O:28]1CCOCC1, predict the reaction product.